Dataset: NCI-60 drug combinations with 297,098 pairs across 59 cell lines. Task: Regression. Given two drug SMILES strings and cell line genomic features, predict the synergy score measuring deviation from expected non-interaction effect. Drug 1: CC1=CC=C(C=C1)C2=CC(=NN2C3=CC=C(C=C3)S(=O)(=O)N)C(F)(F)F. Drug 2: CCN(CC)CCCC(C)NC1=C2C=C(C=CC2=NC3=C1C=CC(=C3)Cl)OC. Cell line: HCT116. Synergy scores: CSS=39.5, Synergy_ZIP=0.178, Synergy_Bliss=0.449, Synergy_Loewe=-6.31, Synergy_HSA=2.20.